This data is from Full USPTO retrosynthesis dataset with 1.9M reactions from patents (1976-2016). The task is: Predict the reactants needed to synthesize the given product. (1) Given the product [N:1]1([CH2:13][C:14]2[CH:15]=[C:16]([C:20](=[O:22])[CH3:21])[CH:17]=[CH:18][CH:19]=2)[CH:5]=[CH:4][N:3]=[CH:2]1, predict the reactants needed to synthesize it. The reactants are: [NH:1]1[CH:5]=[CH:4][N:3]=[CH:2]1.C([O-])([O-])=O.[Cs+].[Cs+].Br[CH2:13][C:14]1[CH:15]=[C:16]([C:20](=[O:22])[CH3:21])[CH:17]=[CH:18][CH:19]=1. (2) Given the product [C:1]([C:3]1[C:4]([N:22]2[CH2:27][CH2:26][CH:25]([C:28](=[O:29])[NH:42][S:39]([N:38]([C:35]3[CH:36]=[CH:37][C:32]([F:31])=[CH:33][CH:34]=3)[CH3:43])(=[O:40])=[O:41])[CH2:24][CH2:23]2)=[N:5][C:6]([CH2:15][N:16]2[CH2:20][CH2:19][CH2:18][C:17]2=[O:21])=[C:7]([CH:8]=1)[C:9]([O:11][CH:12]([CH3:14])[CH3:13])=[O:10])#[N:2], predict the reactants needed to synthesize it. The reactants are: [C:1]([C:3]1[C:4]([N:22]2[CH2:27][CH2:26][CH:25]([C:28](O)=[O:29])[CH2:24][CH2:23]2)=[N:5][C:6]([CH2:15][N:16]2[CH2:20][CH2:19][CH2:18][C:17]2=[O:21])=[C:7]([C:9]([O:11][CH:12]([CH3:14])[CH3:13])=[O:10])[CH:8]=1)#[N:2].[F:31][C:32]1[CH:37]=[CH:36][C:35]([N:38]([CH3:43])[S:39]([NH2:42])(=[O:41])=[O:40])=[CH:34][CH:33]=1. (3) Given the product [Cl:2][C:3]1[C:4]([OH:30])=[CH:5][C:6]([OH:26])=[C:7]([CH:25]=1)[C:8]([N:10]1[CH2:18][C:17]2[C:12](=[CH:13][CH:14]=[CH:15][CH:16]=2)[CH:11]1[C:19]([NH:21][CH2:22][CH2:23][CH3:24])=[O:20])=[O:9], predict the reactants needed to synthesize it. The reactants are: Cl.[Cl:2][C:3]1[C:4]([O:30]COC)=[CH:5][C:6]([O:26]COC)=[C:7]([CH:25]=1)[C:8]([N:10]1[CH2:18][C:17]2[C:12](=[CH:13][CH:14]=[CH:15][CH:16]=2)[CH:11]1[C:19]([NH:21][CH2:22][CH2:23][CH3:24])=[O:20])=[O:9].C([O-])(O)=O.[Na+]. (4) Given the product [C:28]([O:27][C:25]([N:8]1[CH2:14][CH2:13][CH2:12][CH2:11][CH:10]([CH2:15][OH:16])[CH2:9]1)=[O:32])([CH3:29])([CH3:30])[CH3:31], predict the reactants needed to synthesize it. The reactants are: C([N:8]1[CH2:14][CH2:13][CH2:12][CH2:11][CH:10]([CH2:15][OH:16])[CH2:9]1)C1C=CC=CC=1.O.C(N(CC)CC)C.[C:25]([O:32]C([O-])=O)([O:27][C:28]([CH3:31])([CH3:30])[CH3:29])=O.